Predict the reactants needed to synthesize the given product. From a dataset of Full USPTO retrosynthesis dataset with 1.9M reactions from patents (1976-2016). (1) Given the product [CH:15]1([C:5]2[C:4]([C:1](=[O:3])[CH2:2][C:29](=[O:32])[CH2:30][CH3:31])=[CH:13][C:8]([C:9]([O:11][CH3:12])=[O:10])=[C:7]([CH3:14])[CH:6]=2)[CH2:16][CH2:17][CH2:18]1, predict the reactants needed to synthesize it. The reactants are: [C:1]([C:4]1[C:5]([CH:15]2[CH2:18][CH2:17][CH2:16]2)=[CH:6][C:7]([CH3:14])=[C:8]([CH:13]=1)[C:9]([O:11][CH3:12])=[O:10])(=[O:3])[CH3:2].[Li+].C[Si]([N-][Si](C)(C)C)(C)C.[C:29](Cl)(=[O:32])[CH2:30][CH3:31]. (2) Given the product [C:21]([N:6]1[C:5]2[CH:25]=[CH:26][C:2]([C:32]3[CH:31]=[C:30]4[CH:29]=[CH:28][NH:27][C:35]4=[N:34][CH:33]=3)=[CH:3][C:4]=2[N:8]=[C:7]1[C:9]1[CH:14]=[CH:13][CH:12]=[CH:11][C:10]=1[C:15]1[O:19][N:18]=[C:17]([CH3:20])[N:16]=1)([CH3:22])([CH3:23])[CH3:24], predict the reactants needed to synthesize it. The reactants are: Br[C:2]1[CH:26]=[CH:25][C:5]2[N:6]([C:21]([CH3:24])([CH3:23])[CH3:22])[C:7]([C:9]3[CH:14]=[CH:13][CH:12]=[CH:11][C:10]=3[C:15]3[O:19][N:18]=[C:17]([CH3:20])[N:16]=3)=[N:8][C:4]=2[CH:3]=1.[NH:27]1[C:35]2[C:30](=[CH:31][C:32](B3OC(C)(C)C(C)(C)O3)=[CH:33][N:34]=2)[CH:29]=[CH:28]1.C([O-])([O-])=O.[K+].[K+]. (3) Given the product [CH3:11][C:3]([NH2:12])([CH3:2])[CH2:4][C:5]1[CH:10]=[CH:9][C:8]([N+:13]([O-:15])=[O:14])=[CH:7][CH:6]=1, predict the reactants needed to synthesize it. The reactants are: Cl.[CH3:2][C:3]([NH2:12])([CH3:11])[CH2:4][C:5]1[CH:10]=[CH:9][CH:8]=[CH:7][CH:6]=1.[N+:13]([O-])([OH:15])=[O:14]. (4) Given the product [Cl:8][C:6]1[N:5]=[C:4]2[N:9]([CH:12]3[CH2:17][CH2:16][CH2:15][CH2:14][O:13]3)[N:10]=[CH:11][C:3]2=[C:2]([C:23]2[CH2:28][CH2:27][O:26][CH2:25][CH:24]=2)[N:7]=1, predict the reactants needed to synthesize it. The reactants are: Cl[C:2]1[N:7]=[C:6]([Cl:8])[N:5]=[C:4]2[N:9]([CH:12]3[CH2:17][CH2:16][CH2:15][CH2:14][O:13]3)[N:10]=[CH:11][C:3]=12.C([Sn](CCCC)(CCCC)[C:23]1[CH2:24][CH2:25][O:26][CH2:27][CH:28]=1)CCC. (5) Given the product [F:39][CH2:40][N:4]1[CH:8]=[C:7]([CH2:9][N:10]2[C:20]3[C:15](=[CH:16][C:17]([S:21]([N:24]4[CH2:28][CH2:27][CH2:26][C@H:25]4[CH2:29][O:30][C:31]4[CH:36]=[CH:35][C:34]([F:37])=[CH:33][C:32]=4[F:38])(=[O:22])=[O:23])=[CH:18][CH:19]=3)[C:13](=[O:14])[C:11]2=[O:12])[N:6]=[N:5]1, predict the reactants needed to synthesize it. The reactants are: FCC[N:4]1[CH:8]=[C:7]([CH2:9][N:10]2[C:20]3[C:15](=[CH:16][C:17]([S:21]([N:24]4[CH2:28][CH2:27][CH2:26][C@H:25]4[CH2:29][O:30][C:31]4[CH:36]=[CH:35][C:34]([F:37])=[CH:33][C:32]=4[F:38])(=[O:23])=[O:22])=[CH:18][CH:19]=3)[C:13](=[O:14])[C:11]2=[O:12])[N:6]=[N:5]1.[F:39][CH2:40]N=[N+]=[N-]. (6) Given the product [OH:38][C@H:31]([C:32]1[CH:37]=[CH:36][CH:35]=[CH:34][CH:33]=1)[CH2:30][N:8]([CH2:9][CH2:10][C:11]1[CH:12]=[CH:13][C:14]([C:17]2[CH:22]=[CH:21][C:20]([C:23]([NH:43][S:40]([CH3:39])(=[O:42])=[O:41])=[O:24])=[C:19]([S:26][CH:27]([CH3:29])[CH3:28])[CH:18]=2)=[CH:15][CH:16]=1)[C:6](=[O:7])[O:5][C:1]([CH3:4])([CH3:2])[CH3:3], predict the reactants needed to synthesize it. The reactants are: [C:1]([O:5][C:6]([N:8]([CH2:30][C@H:31]([OH:38])[C:32]1[CH:37]=[CH:36][CH:35]=[CH:34][CH:33]=1)[CH2:9][CH2:10][C:11]1[CH:16]=[CH:15][C:14]([C:17]2[CH:22]=[CH:21][C:20]([C:23](O)=[O:24])=[C:19]([S:26][CH:27]([CH3:29])[CH3:28])[CH:18]=2)=[CH:13][CH:12]=1)=[O:7])([CH3:4])([CH3:3])[CH3:2].[CH3:39][S:40]([NH2:43])(=[O:42])=[O:41].Cl.CN(C)CCCN=C=NCC.Cl. (7) Given the product [CH3:44][O:45][C:46](=[O:66])[C:47]1[CH:52]=[CH:51][C:50]([NH:53][C:54]([NH:24][C@:9]([C:11]2[CH:16]=[CH:15][C:14]([CH2:17][CH2:18][C:19]([CH3:21])([CH3:20])[CH3:22])=[C:13]([Cl:23])[CH:12]=2)([CH3:10])[CH:8]([C:7]([C:34]2[CH:35]=[CH:36][CH:37]=[CH:38][CH:39]=2)([C:28]2[CH:33]=[CH:32][CH:31]=[CH:30][CH:29]=2)[O:6][SiH2:5][C:1]([CH3:3])([CH3:4])[CH3:2])[CH:25]([CH3:27])[CH3:26])=[O:55])=[N:49][CH:48]=1, predict the reactants needed to synthesize it. The reactants are: [C:1]([SiH2:5][O:6][C:7]([C:34]1[CH:39]=[CH:38][CH:37]=[CH:36][CH:35]=1)([C:28]1[CH:33]=[CH:32][CH:31]=[CH:30][CH:29]=1)[CH:8]([CH:25]([CH3:27])[CH3:26])[C@@:9]([NH2:24])([C:11]1[CH:16]=[CH:15][C:14]([CH2:17][CH2:18][C:19]([CH3:22])([CH3:21])[CH3:20])=[C:13]([Cl:23])[CH:12]=1)[CH3:10])([CH3:4])([CH3:3])[CH3:2].C(Cl)(Cl)Cl.[CH3:44][O:45][C:46](=[O:66])[C:47]1[CH:52]=[CH:51][C:50]([NH:53][C:54](OC2C=CC([N+]([O-])=O)=CC=2)=[O:55])=[N:49][CH:48]=1. (8) Given the product [CH3:1][O:2][C:3]([C:5]1[CH:9]=[C:8]([O:10][C:11]2[CH:16]=[CH:15][CH:14]=[CH:13][C:12]=2[NH2:17])[N:7]([C:20]2[CH:25]=[CH:24][CH:23]=[CH:22][CH:21]=2)[N:6]=1)=[O:4], predict the reactants needed to synthesize it. The reactants are: [CH3:1][O:2][C:3]([C:5]1[CH:9]=[C:8]([O:10][C:11]2[CH:16]=[CH:15][CH:14]=[CH:13][C:12]=2[N+:17]([O-])=O)[N:7]([C:20]2[CH:25]=[CH:24][CH:23]=[CH:22][CH:21]=2)[N:6]=1)=[O:4]. (9) Given the product [ClH:1].[Cl:1][C:2]1[CH:3]=[C:4]([CH2:17][N:18]2[C:22]([CH3:23])=[CH:21][C:20]([NH:24][C:38]([C:35]3([F:41])[CH2:36][CH2:37][NH:32][CH2:33][CH2:34]3)=[O:39])=[N:19]2)[C:5]2[O:9][C:8]([C:10]3[CH:11]=[CH:12][CH:13]=[CH:14][CH:15]=3)=[CH:7][C:6]=2[CH:16]=1, predict the reactants needed to synthesize it. The reactants are: [Cl:1][C:2]1[CH:3]=[C:4]([CH2:17][N:18]2[C:22]([CH3:23])=[CH:21][C:20]([NH2:24])=[N:19]2)[C:5]2[O:9][C:8]([C:10]3[CH:15]=[CH:14][CH:13]=[CH:12][CH:11]=3)=[CH:7][C:6]=2[CH:16]=1.CC(OC([N:32]1[CH2:37][CH2:36][C:35]([F:41])([C:38](O)=[O:39])[CH2:34][CH2:33]1)=O)(C)C.CCN=C=NCCCN(C)C.C1C=CC2N(O)N=NC=2C=1.